Dataset: Catalyst prediction with 721,799 reactions and 888 catalyst types from USPTO. Task: Predict which catalyst facilitates the given reaction. Reactant: [F:1][C:2]1[CH:20]=[CH:19][C:5]([CH2:6][NH:7][C:8]2[CH:9]=[CH:10][C:11]3[N:12]([C:14]([NH2:18])=[C:15]([CH3:17])[N:16]=3)[N:13]=2)=[CH:4][CH:3]=1.[C:21](Cl)(=[O:28])[C:22]1[CH:27]=[CH:26][CH:25]=[CH:24][CH:23]=1. Product: [F:1][C:2]1[CH:3]=[CH:4][C:5]([CH2:6][NH:7][C:8]2[CH:9]=[CH:10][C:11]3[N:12]([C:14]([NH:18][C:21](=[O:28])[C:22]4[CH:27]=[CH:26][CH:25]=[CH:24][CH:23]=4)=[C:15]([CH3:17])[N:16]=3)[N:13]=2)=[CH:19][CH:20]=1. The catalyst class is: 17.